From a dataset of Experimentally validated miRNA-target interactions with 360,000+ pairs, plus equal number of negative samples. Binary Classification. Given a miRNA mature sequence and a target amino acid sequence, predict their likelihood of interaction. (1) The miRNA is hsa-miR-138-5p with sequence AGCUGGUGUUGUGAAUCAGGCCG. The protein sequence of the target gene is MPSSTSPDQGDDLENCILRFSDLDLKDMSLINPSSSLKAELDGSTKKKYSFAKKKAFALFVKTKEVPTKRSFECKEKLWKCCRQLFTDQTSIHRHVATQHADEIYHQTASILKQLAVTLSTSKSLSSADEKNPLKECLPHSHDVSAWLPDISCFNPDELISGQGSEEGEVLLYYCYHDLEDPQWICAWQTALCQHLHLTGKIRIAAEGINGTVGGSKLATRLYVEVMLSFPLFKDDLCKDDFKTSKGGAHCFPELRVGVFEEIVPMGISPKKISYKKPGIHLSPGEFHKEVEKFLSQANQ.... Result: 1 (interaction). (2) The miRNA is cel-miR-791-3p with sequence UUUGGCACUCCGCAGAUAAGGCAA. The protein sequence of the target gene is MSDNGELEDKPPAPPVRMSSTIFSTGGKDPLSANHSLKPLPSVPEEKKPRNKIISIFSGTEKGSKKKEKERPEISPPSDFEHTIHVGFDAVTGEFTGMPEQWARLLQTSNITKLEQKKNPQAVLDVLKFYDSNTVKQKYLSFTPPEKDGFPSGTPALNTKGSETSAVVTEEDDDDEDAAPPVIAPRPDHTKSIYTRSVIDPIPAPVGDSNVDSGAKSSDKQKKKAKMTDEEIMEKLRTIVSIGDPKKKYTRYEKIGQGASGTVFTATDVALGQEVAIKQINLQKQPKKELIINEILVMKE.... Result: 0 (no interaction). (3) The protein sequence of the target gene is MTDSKYFTTNKKGEIFELKAELNNEKKEKRKEAVKKVIAAMTVGKDVSSLFPDVVNCMQTDNLELKKLVYLYLMNYAKSQPDMAIMAVNSFVKDCEDPNPLIRALAVRTMGCIRVDKITEYLCEPLRKCLKDEDPYVRKTAAVCVAKLHDINAQMVEDQGFLDSLRDLIADSNPMVVANAVAALSEISESHPNSNLLDLNPQNINKLLTALNECTEWGQIFILDCLSNYNPKDDREAQSICERVTPRLSHANSAVVLSAVKVLMKFLELLPKDSDYYNMLLKKLAPPLVTLLSGEPEVQY.... Result: 1 (interaction). The miRNA is hsa-miR-4524a-5p with sequence AUAGCAGCAUGAACCUGUCUCA. (4) The miRNA is hsa-miR-548aq-3p with sequence CAAAAACUGCAAUUACUUUUGC. The protein sequence of the target gene is MAEQTYSWAYSLVDSSQVSTFLISILLIVYGSFRSLNMDFENQDKEKDSNSSSGSFNGNSTNNSIQTIDSTQALFLPIGASVSLLVMFFFFDSVQVVFTICTAVLATIAFAFLLLPMCQYLTRPCSPQNKISFGCCGRFTAAELLSFSLSVMLVLIWVLTGHWLLMDALAMGLCVAMIAFVRLPSLKVSCLLLSGLLIYDVFWVFFSAYIFNSNVMVKVATQPADNPLDVLSRKLHLGPNVGRDVPRLSLPGKLVFPSSTGSHFSMLGIGDIVMPGLLLCFVLRYDNYKKQASGDSCGAP.... Result: 1 (interaction). (5) The miRNA is hsa-miR-1825 with sequence UCCAGUGCCCUCCUCUCC. The protein sequence of the target gene is MAEDADMRNELEEMQRRADQLADESLESTRRMLQLVEESKDAGIRTLVMLDEQGEQLERIEEGMDQINKDMKEAEKNLTDLGKFCGLCVCPCNKLKSSDAYKKAWGNNQDGVVASQPARVVDEREQMAISGGFIRRVTNDARENEMDENLEQVSGIIGNLRHMALDMGNEIDTQNRQIDRIMEKADSNKTRIDEANQRATKMLGSG. Result: 1 (interaction).